This data is from NCI-60 drug combinations with 297,098 pairs across 59 cell lines. The task is: Regression. Given two drug SMILES strings and cell line genomic features, predict the synergy score measuring deviation from expected non-interaction effect. (1) Drug 1: CCCS(=O)(=O)NC1=C(C(=C(C=C1)F)C(=O)C2=CNC3=C2C=C(C=N3)C4=CC=C(C=C4)Cl)F. Drug 2: C1=CC(=C2C(=C1NCCNCCO)C(=O)C3=C(C=CC(=C3C2=O)O)O)NCCNCCO. Cell line: MCF7. Synergy scores: CSS=44.8, Synergy_ZIP=11.0, Synergy_Bliss=12.0, Synergy_Loewe=-12.1, Synergy_HSA=11.0. (2) Drug 1: C1CCC(C1)C(CC#N)N2C=C(C=N2)C3=C4C=CNC4=NC=N3. Drug 2: CC1CCCC2(C(O2)CC(NC(=O)CC(C(C(=O)C(C1O)C)(C)C)O)C(=CC3=CSC(=N3)C)C)C. Cell line: SW-620. Synergy scores: CSS=30.0, Synergy_ZIP=7.37, Synergy_Bliss=14.5, Synergy_Loewe=10.1, Synergy_HSA=11.6. (3) Drug 1: C1CN1P(=S)(N2CC2)N3CC3. Drug 2: CC1CCC2CC(C(=CC=CC=CC(CC(C(=O)C(C(C(=CC(C(=O)CC(OC(=O)C3CCCCN3C(=O)C(=O)C1(O2)O)C(C)CC4CCC(C(C4)OC)OCCO)C)C)O)OC)C)C)C)OC. Cell line: SN12C. Synergy scores: CSS=7.18, Synergy_ZIP=-1.72, Synergy_Bliss=5.83, Synergy_Loewe=-1.40, Synergy_HSA=-0.709. (4) Drug 1: CC12CCC3C(C1CCC2=O)CC(=C)C4=CC(=O)C=CC34C. Drug 2: C1C(C(OC1N2C=NC(=NC2=O)N)CO)O. Cell line: OVCAR-8. Synergy scores: CSS=66.2, Synergy_ZIP=-3.16, Synergy_Bliss=0.264, Synergy_Loewe=2.61, Synergy_HSA=3.10. (5) Drug 1: COC1=NC(=NC2=C1N=CN2C3C(C(C(O3)CO)O)O)N. Drug 2: CN(CCCl)CCCl.Cl. Cell line: SF-539. Synergy scores: CSS=-0.862, Synergy_ZIP=-4.61, Synergy_Bliss=-0.362, Synergy_Loewe=-21.3, Synergy_HSA=-3.68. (6) Drug 2: CCC(=C(C1=CC=CC=C1)C2=CC=C(C=C2)OCCN(C)C)C3=CC=CC=C3.C(C(=O)O)C(CC(=O)O)(C(=O)O)O. Synergy scores: CSS=1.10, Synergy_ZIP=2.12, Synergy_Bliss=6.51, Synergy_Loewe=-0.404, Synergy_HSA=0.321. Cell line: SW-620. Drug 1: C1CCN(CC1)CCOC2=CC=C(C=C2)C(=O)C3=C(SC4=C3C=CC(=C4)O)C5=CC=C(C=C5)O. (7) Drug 1: C1=CC(=CC=C1CCC2=CNC3=C2C(=O)NC(=N3)N)C(=O)NC(CCC(=O)O)C(=O)O. Drug 2: CC1=C(C=C(C=C1)C(=O)NC2=CC(=CC(=C2)C(F)(F)F)N3C=C(N=C3)C)NC4=NC=CC(=N4)C5=CN=CC=C5. Cell line: NCI-H322M. Synergy scores: CSS=22.7, Synergy_ZIP=13.6, Synergy_Bliss=15.6, Synergy_Loewe=7.56, Synergy_HSA=10.4. (8) Drug 1: CC12CCC(CC1=CCC3C2CCC4(C3CC=C4C5=CN=CC=C5)C)O. Drug 2: CC1=C(C=C(C=C1)C(=O)NC2=CC(=CC(=C2)C(F)(F)F)N3C=C(N=C3)C)NC4=NC=CC(=N4)C5=CN=CC=C5. Cell line: OVCAR-5. Synergy scores: CSS=2.81, Synergy_ZIP=-2.65, Synergy_Bliss=-3.93, Synergy_Loewe=-6.69, Synergy_HSA=-5.10.